This data is from Full USPTO retrosynthesis dataset with 1.9M reactions from patents (1976-2016). The task is: Predict the reactants needed to synthesize the given product. Given the product [CH2:20]([O:22][C:23]([N:25]1[CH2:29][CH2:28][CH:27]([O:30][C:31]2[CH:32]=[CH:33][C:34]([NH:37][C:11]([C:9]3[O:10][C:6]4[C:5]([O:17][CH2:18][CH3:19])=[C:4]([O:3][CH2:1][CH3:2])[CH:16]=[CH:15][C:7]=4[C:8]=3[CH3:14])=[O:13])=[CH:35][CH:36]=2)[CH2:26]1)=[O:24])[CH3:21], predict the reactants needed to synthesize it. The reactants are: [CH2:1]([O:3][C:4]1[CH:16]=[CH:15][C:7]2[C:8]([CH3:14])=[C:9]([C:11]([OH:13])=O)[O:10][C:6]=2[C:5]=1[O:17][CH2:18][CH3:19])[CH3:2].[CH2:20]([O:22][C:23]([N:25]1[CH2:29][CH2:28][CH:27]([O:30][C:31]2[CH:36]=[CH:35][C:34]([NH2:37])=[CH:33][CH:32]=2)[CH2:26]1)=[O:24])[CH3:21].